This data is from Full USPTO retrosynthesis dataset with 1.9M reactions from patents (1976-2016). The task is: Predict the reactants needed to synthesize the given product. (1) Given the product [Cl:27][C:24]1[CH:25]=[CH:26][C:21]([C:18]2([C:16]([N:14]3[CH2:15][C@H:11]([S:8]([C:3]4[CH:4]=[CH:5][CH:6]=[CH:7][C:2]=4[Cl:1])(=[O:10])=[O:9])[CH2:12][C@H:13]3[C:28]([NH:41][C@@H:38]([CH2:39][CH3:40])[C:37](=[O:42])[C:36]([NH:35][CH2:31][CH:32]([CH3:33])[CH3:34])=[O:43])=[O:30])=[O:17])[CH2:20][CH2:19]2)=[CH:22][CH:23]=1, predict the reactants needed to synthesize it. The reactants are: [Cl:1][C:2]1[CH:7]=[CH:6][CH:5]=[CH:4][C:3]=1[S:8]([C@H:11]1[CH2:15][N:14]([C:16]([C:18]2([C:21]3[CH:26]=[CH:25][C:24]([Cl:27])=[CH:23][CH:22]=3)[CH2:20][CH2:19]2)=[O:17])[C@H:13]([C:28]([OH:30])=O)[CH2:12]1)(=[O:10])=[O:9].[CH2:31]([NH:35][C:36](=[O:43])[C:37](=[O:42])[C@@H:38]([NH2:41])[CH2:39][CH3:40])[CH:32]([CH3:34])[CH3:33]. (2) Given the product [C:5]([C:2]([CH2:3][C:10]([CH3:11])=[O:12])([F:9])[Cl:1])([F:8])([F:7])[F:6], predict the reactants needed to synthesize it. The reactants are: [Cl:1][C:2]([F:9])([C:5]([F:8])([F:7])[F:6])[CH2:3]O.[C:10](OC(=O)C)(=[O:12])[CH3:11]. (3) Given the product [Cl:1][C:2]1[CH:11]=[CH:10][C:9]([NH:12][S:22]([C:17]2[CH:18]=[CH:19][CH:20]=[CH:21][C:16]=2[N+:13]([O-:15])=[O:14])(=[O:23])=[O:24])=[C:8]2[C:3]=1[CH:4]=[CH:5][CH:6]=[N:7]2, predict the reactants needed to synthesize it. The reactants are: [Cl:1][C:2]1[CH:11]=[CH:10][C:9]([NH2:12])=[C:8]2[C:3]=1[CH:4]=[CH:5][CH:6]=[N:7]2.[N+:13]([C:16]1[CH:21]=[CH:20][CH:19]=[CH:18][C:17]=1[S:22](Cl)(=[O:24])=[O:23])([O-:15])=[O:14].N1C=CC=CC=1.